This data is from Peptide-MHC class I binding affinity with 185,985 pairs from IEDB/IMGT. The task is: Regression. Given a peptide amino acid sequence and an MHC pseudo amino acid sequence, predict their binding affinity value. This is MHC class I binding data. (1) The peptide sequence is ISDSAQNMM. The MHC is HLA-A24:03 with pseudo-sequence HLA-A24:03. The binding affinity (normalized) is 0.0847. (2) The peptide sequence is RFRCVGPAP. The MHC is HLA-A26:02 with pseudo-sequence HLA-A26:02. The binding affinity (normalized) is 0.0847. (3) The binding affinity (normalized) is 0.0847. The MHC is HLA-A80:01 with pseudo-sequence HLA-A80:01. The peptide sequence is YQTYVSPGA. (4) The peptide sequence is VVLDATNDGL. The MHC is HLA-A02:01 with pseudo-sequence HLA-A02:01. The binding affinity (normalized) is 0.327. (5) The peptide sequence is VPAWLPLGI. The MHC is HLA-B46:01 with pseudo-sequence HLA-B46:01. The binding affinity (normalized) is 0.0847. (6) The peptide sequence is DVSRPTAVV. The MHC is HLA-A02:02 with pseudo-sequence HLA-A02:02. The binding affinity (normalized) is 0.